Dataset: Forward reaction prediction with 1.9M reactions from USPTO patents (1976-2016). Task: Predict the product of the given reaction. (1) The product is: [C:1]([O:5][C:6](=[O:7])[NH:8][C@H:9]([CH3:10])[CH2:16][C:17]([CH3:20])([CH3:19])[CH3:18])([CH3:4])([CH3:3])[CH3:2]. Given the reactants [C:1]([O:5][C:6]([NH:8][C@@H:9]([CH2:16][C:17]([CH3:20])([CH3:19])[CH3:18])[CH2:10]OS(C)(=O)=O)=[O:7])([CH3:4])([CH3:3])[CH3:2].[I-].[Na+].[NH4+].[Cl-].C(Cl)Cl, predict the reaction product. (2) Given the reactants [N+:1]([C:4]1[CH:5]=[CH:6][C:7]2[NH:8][C:9]3[C:14]([C:15]=2[CH:16]=1)=[CH:13][C:12]([C:17]([F:20])([F:19])[F:18])=[CH:11][CH:10]=3)([O-])=O.[H][H], predict the reaction product. The product is: [F:20][C:17]([F:18])([F:19])[C:12]1[CH:13]=[C:14]2[C:9](=[CH:10][CH:11]=1)[NH:8][C:7]1[CH:6]=[CH:5][C:4]([NH2:1])=[CH:16][C:15]2=1.